Dataset: Catalyst prediction with 721,799 reactions and 888 catalyst types from USPTO. Task: Predict which catalyst facilitates the given reaction. Reactant: [CH3:1][O:2][C:3]1[CH:4]=[C:5]2[C:10](=[CH:11][CH:12]=1)[C:9]([C:13](=[O:29])[C:14]1[CH:19]=[CH:18][C:17]([O:20][CH2:21][CH2:22][N:23]3[CH2:28][CH2:27][CH2:26][CH2:25][CH2:24]3)=[CH:16][CH:15]=1)=[C:8](OS(C(F)(F)F)(=O)=O)[CH:7]=[CH:6]2.[F:38][C:39]1[CH:44]=[CH:43][CH:42]=[C:41]([F:45])[C:40]=1B(O)O.P([O-])([O-])([O-])=O.[K+].[K+].[K+]. Product: [F:38][C:39]1[CH:44]=[CH:43][CH:42]=[C:41]([F:45])[C:40]=1[C:8]1[CH:7]=[CH:6][C:5]2[C:10](=[CH:11][CH:12]=[C:3]([O:2][CH3:1])[CH:4]=2)[C:9]=1[C:13]([C:14]1[CH:15]=[CH:16][C:17]([O:20][CH2:21][CH2:22][N:23]2[CH2:28][CH2:27][CH2:26][CH2:25][CH2:24]2)=[CH:18][CH:19]=1)=[O:29]. The catalyst class is: 455.